Dataset: Reaction yield outcomes from USPTO patents with 853,638 reactions. Task: Predict the reaction yield, written as a fraction of the theoretical maximum amount of product (1.0 means a 100% yield; for example, 0.34 means a 34% yield). (1) The reactants are Br[C:2]1C=[CH:4][C:5](O)=[C:6]([C:8]2[CH:17]=[CH:16][C:15]3[C:10](=[CH:11][CH:12]=[C:13]([C:18]4[N:22]([CH:23]5[CH2:28][CH2:27][CH2:26][CH2:25][CH2:24]5)[C:21]5[CH:29]=[CH:30][C:31]([C:33]([OH:35])=[O:34])=[CH:32][C:20]=5[N:19]=4)[CH:14]=3)[N:9]=2)[CH:7]=1.C(OC(C1C=CC2[N:46](C3CCCCC3)C(C3C=CC(N)=C(C=O)C=3)=NC=2C=1)=O)C.N1C=CC(C(=O)C)=CC=1.[OH-].[K+]. The catalyst is C(O)C. The product is [CH:23]1([N:22]2[C:21]3[CH:29]=[CH:30][C:31]([C:33]([OH:35])=[O:34])=[CH:32][C:20]=3[N:19]=[C:18]2[C:13]2[CH:14]=[C:15]3[C:10](=[CH:11][CH:12]=2)[N:9]=[C:8]([C:6]2[CH:7]=[CH:2][N:46]=[CH:4][CH:5]=2)[CH:17]=[CH:16]3)[CH2:28][CH2:27][CH2:26][CH2:25][CH2:24]1. The yield is 0.620. (2) The reactants are NC1C=CC=CC=1.[CH3:8][C:9]1[CH:14]=[C:13]([CH3:15])[CH:12]=[CH:11][C:10]=1[N:16]=[CH:17][C:18]([O:20][CH2:21][CH3:22])=[O:19].S([CH2:33][N+:34]#[C-:35])(C1C=CC(C)=CC=1)(=O)=O.C(=O)([O-])[O-].[K+].[K+]. The catalyst is C(OCC)(=O)C.COCCOC.C(O)C. The product is [CH3:8][C:9]1[CH:14]=[C:13]([CH3:15])[CH:12]=[CH:11][C:10]=1[N:16]1[C:17]([C:18]([O:20][CH2:21][CH3:22])=[O:19])=[CH:35][N:34]=[CH:33]1. The yield is 0.620. (3) The reactants are Cl[C:2]1[C:7]([CH3:8])=[C:6]([CH3:9])[N:5]=[C:4]([NH:10][CH2:11][C:12]2[CH:17]=[CH:16][CH:15]=[CH:14][N:13]=2)[N:3]=1.[CH:18]1([NH2:23])[CH2:22][CH2:21][CH2:20][CH2:19]1.Cl. The catalyst is C(#N)C.O1CCOCC1.O. The product is [CH:18]1([NH:23][C:2]2[C:7]([CH3:8])=[C:6]([CH3:9])[N:5]=[C:4]([NH:10][CH2:11][C:12]3[CH:17]=[CH:16][CH:15]=[CH:14][N:13]=3)[N:3]=2)[CH2:22][CH2:21][CH2:20][CH2:19]1. The yield is 0.190. (4) The reactants are [C:1]1([N:7]2[C:19]3[CH:18]=[CH:17][CH:16]=[CH:15][C:14]=3[C:13]3[C:8]2=[CH:9][CH:10]=[CH:11][CH:12]=3)[CH:6]=[CH:5][CH:4]=[CH:3][CH:2]=1.[Br:20]N1C(=O)CCC1=O. The catalyst is C(O)(=O)C. The product is [Br:20][C:16]1[CH:17]=[CH:18][C:19]2[N:7]([C:1]3[CH:2]=[CH:3][CH:4]=[CH:5][CH:6]=3)[C:8]3[C:13]([C:14]=2[CH:15]=1)=[CH:12][CH:11]=[CH:10][CH:9]=3. The yield is 0.880. (5) The reactants are [NH2:1][C:2]1[CH:34]=[CH:33][C:5]([C:6]([NH:8][C:9]2([CH3:32])[CH2:14][CH2:13][CH2:12][CH:11]([NH:15][C:16]3[N:21]=[C:20]([C:22]4[C:30]5[C:25](=[CH:26][CH:27]=[CH:28][CH:29]=5)[NH:24][CH:23]=4)[C:19]([Cl:31])=[CH:18][N:17]=3)[CH2:10]2)=[O:7])=[CH:4][CH:3]=1.C[CH2:36][N:37]([CH:41]([CH3:43])C)[CH:38](C)C.BrC/C=[CH:47]/[C:48](Cl)=[O:49].C(Cl)Cl.CNC. The catalyst is C1COCC1. The product is [Cl:31][C:19]1[C:20]([C:22]2[C:30]3[C:25](=[CH:26][CH:27]=[CH:28][CH:29]=3)[NH:24][CH:23]=2)=[N:21][C:16]([NH:15][CH:11]2[CH2:12][CH2:13][CH2:14][C:9]([NH:8][C:6](=[O:7])[C:5]3[CH:33]=[CH:34][C:2]([NH:1][C:48](=[O:49])/[CH:47]=[CH:43]/[CH2:41][N:37]([CH3:36])[CH3:38])=[CH:3][CH:4]=3)([CH3:32])[CH2:10]2)=[N:17][CH:18]=1. The yield is 0.410. (6) The reactants are [CH2:1]([O:8][C:9]1[C:14]([CH2:15][N:16]2[CH2:25][CH2:24][C:23]3[C:18](=[C:19]([Cl:28])[C:20](Br)=[CH:21][C:22]=3[Cl:26])[C:17]2=[O:29])=[C:13]([O:30][CH3:31])[CH:12]=[C:11]([CH3:32])[N:10]=1)[C:2]1[CH:7]=[CH:6][CH:5]=[CH:4][CH:3]=1.[Cl-].[Li+].[CH:35]([Mg]Cl)(C)C.CON(C)[C:43]([CH:45]1[CH2:48][N:47]([C:49]([O:51][C:52]([CH3:55])([CH3:54])[CH3:53])=[O:50])[CH2:46]1)=[O:44]. The catalyst is C1COCC1. The product is [CH2:1]([O:8][C:9]1[C:14]([CH2:15][N:16]2[CH2:25][CH2:24][C:23]3[C:18](=[C:19]([Cl:28])[C:20]([C:43]([CH:45]4[CH2:46][N:47]([C:49]([O:51][C:52]([CH3:53])([CH3:54])[CH3:55])=[O:50])[CH2:48]4)([OH:44])[CH3:35])=[CH:21][C:22]=3[Cl:26])[C:17]2=[O:29])=[C:13]([O:30][CH3:31])[CH:12]=[C:11]([CH3:32])[N:10]=1)[C:2]1[CH:7]=[CH:6][CH:5]=[CH:4][CH:3]=1. The yield is 0.310. (7) The reactants are Cl[C:2]1[CH:3]=[C:4]([C:8]2[CH:13]=[CH:12][C:11]([F:14])=[C:10]([Cl:15])[CH:9]=2)[N:5]=[N:6][CH:7]=1.C([Sn](CCCC)(CCCC)[CH2:21][O:22][CH2:23][O:24][CH3:25])CCC.C(OCC)(=O)C.O. The catalyst is CN(C=O)C.C1C=CC(P(C2C=CC=CC=2)C2C=CC=CC=2)=CC=1.C1C=CC(P(C2C=CC=CC=2)C2C=CC=CC=2)=CC=1.Cl[Pd]Cl. The product is [Cl:15][C:10]1[CH:9]=[C:8]([C:4]2[N:5]=[N:6][CH:7]=[C:2]([CH2:21][O:22][CH2:23][O:24][CH3:25])[CH:3]=2)[CH:13]=[CH:12][C:11]=1[F:14]. The yield is 0.600. (8) The reactants are C([Mg]Br)C.[CH3:5][C:6]1[CH:11]=[C:10]([CH3:12])[CH:9]=[CH:8][C:7]=1[OH:13].CN(C)CCN(C)C.[CH2:22]=[O:23].CN(P(N(C)C)(N(C)C)=O)C. The catalyst is C1(C)C=CC=CC=1. The product is [OH:23][C:22]1[C:6]([CH3:5])=[CH:11][C:10]([CH3:12])=[CH:9][C:8]=1[CH:7]=[O:13]. The yield is 0.550. (9) The reactants are [F:1][C:2]([F:17])([S:13][CH2:14][CH2:15][OH:16])[C:3]([F:12])([F:11])[C:4]([F:10])([F:9])[C:5]([F:8])([F:7])[F:6].[Cl:18][CH:19]([CH2:23][Cl:24])[C:20](O)=[O:21]. The catalyst is C1CCCCC1.O.C1(C)C=CC(S(O)(=O)=O)=CC=1. The product is [Cl:18][CH:19]([CH2:23][Cl:24])[C:20]([O:16][CH2:15][CH2:14][S:13][C:2]([F:1])([F:17])[C:3]([F:12])([F:11])[C:4]([F:10])([F:9])[C:5]([F:8])([F:7])[F:6])=[O:21]. The yield is 0.965.